This data is from Catalyst prediction with 721,799 reactions and 888 catalyst types from USPTO. The task is: Predict which catalyst facilitates the given reaction. (1) Reactant: Cl[C:2]1[C:3]2[C:4](=[CH:13][N:14](CC3C=CC(OC)=CC=3)[N:15]=2)[N:5]=[C:6]([C:8]2[S:9][CH:10]=[CH:11][CH:12]=2)[N:7]=1.[NH2:25][C:26]1[CH:31]=[CH:30][C:29]([C:32]([N:34]2[CH2:38][CH2:37][CH2:36][CH2:35]2)=[O:33])=[CH:28][CH:27]=1.Cl. Product: [N:34]1([C:32]([C:29]2[CH:28]=[CH:27][C:26]([NH:25][C:2]3[C:3]4[NH:15][N:14]=[CH:13][C:4]=4[N:5]=[C:6]([C:8]4[S:9][CH:10]=[CH:11][CH:12]=4)[N:7]=3)=[CH:31][CH:30]=2)=[O:33])[CH2:35][CH2:36][CH2:37][CH2:38]1. The catalyst class is: 71. (2) Reactant: CC1(C)C(C)(C)OB([C:9]2[CH:14]=[CH:13][C:12]([S:15]([C:18]3[CH:19]=[CH:20][C:21]([NH2:24])=[N:22][CH:23]=3)(=[O:17])=[O:16])=[CH:11][CH:10]=2)O1.Cl[C:27]1[N:32]=[CH:31][C:30]([C:33]([OH:39])([CH3:38])[C:34]([F:37])([F:36])[F:35])=[CH:29][N:28]=1.C(=O)([O-])[O-].[Cs+].[Cs+].COCCOC. Product: [NH2:24][C:21]1[N:22]=[CH:23][C:18]([S:15]([C:12]2[CH:11]=[CH:10][C:9]([C:27]3[N:28]=[CH:29][C:30]([C:33]([OH:39])([CH3:38])[C:34]([F:35])([F:36])[F:37])=[CH:31][N:32]=3)=[CH:14][CH:13]=2)(=[O:16])=[O:17])=[CH:19][CH:20]=1. The catalyst class is: 6.